Dataset: Full USPTO retrosynthesis dataset with 1.9M reactions from patents (1976-2016). Task: Predict the reactants needed to synthesize the given product. (1) Given the product [Cl:30][C:31]1[CH:32]=[C:33]([S:37]([N:20]2[CH2:21][CH2:22][C@@H:23]([C:24]3[CH:29]=[CH:28][CH:27]=[CH:26][CH:25]=3)[C@@H:18]([C:16]([N:13]3[CH2:12][CH2:11][N:10]([C:4]4[CH:5]=[C:6]([CH3:9])[CH:7]=[CH:8][C:3]=4[CH3:2])[CH2:15][CH2:14]3)=[O:17])[CH2:19]2)(=[O:39])=[O:38])[CH:34]=[CH:35][CH:36]=1, predict the reactants needed to synthesize it. The reactants are: Cl.[CH3:2][C:3]1[CH:8]=[CH:7][C:6]([CH3:9])=[CH:5][C:4]=1[N:10]1[CH2:15][CH2:14][N:13]([C:16]([C@@H:18]2[C@H:23]([C:24]3[CH:29]=[CH:28][CH:27]=[CH:26][CH:25]=3)[CH2:22][CH2:21][NH:20][CH2:19]2)=[O:17])[CH2:12][CH2:11]1.[Cl:30][C:31]1[CH:32]=[C:33]([S:37](Cl)(=[O:39])=[O:38])[CH:34]=[CH:35][CH:36]=1.C=O. (2) Given the product [Cl:1][C:2]1[CH:3]=[CH:4][C:5]([CH2:6][NH:7][C:8]([C:10]2[C:11](=[O:41])[C:12]3[CH:28]=[C:27]([CH2:29][N:30]([CH2:32][CH:33]([OH:40])[C:34]4[N:39]=[CH:38][CH:37]=[CH:36][N:35]=4)[CH3:31])[S:26][C:13]=3[N:14]([CH2:16][CH2:17][CH2:18][OH:19])[CH:15]=2)=[O:9])=[CH:42][CH:43]=1, predict the reactants needed to synthesize it. The reactants are: [Cl:1][C:2]1[CH:43]=[CH:42][C:5]([CH2:6][NH:7][C:8]([C:10]2[C:11](=[O:41])[C:12]3[CH:28]=[C:27]([CH2:29][N:30]([CH2:32][CH:33]([OH:40])[C:34]4[N:39]=[CH:38][CH:37]=[CH:36][N:35]=4)[CH3:31])[S:26][C:13]=3[N:14]([CH2:16][CH2:17][CH2:18][O:19]C3CCCCO3)[CH:15]=2)=[O:9])=[CH:4][CH:3]=1.Cl(O)(=O)(=O)=O.C([O-])(O)=O.[Na+]. (3) Given the product [CH:38]([Si:40]([CH:44]([CH3:46])[CH3:45])([CH:41]([CH3:43])[CH3:42])[O:11][CH2:10][C@@H:9]([O:8][CH2:1][C:2]1[CH:7]=[CH:6][CH:5]=[CH:4][CH:3]=1)[C@@H:12]([O:29][CH2:30][C:31]1[CH:32]=[CH:33][CH:34]=[CH:35][CH:36]=1)[C@@H:13]([O:21][CH2:22][C:23]1[CH:28]=[CH:27][CH:26]=[CH:25][CH:24]=1)[CH:14]([S:18][CH2:19][CH3:20])[S:15][CH2:16][CH3:17])([CH3:39])[CH3:37], predict the reactants needed to synthesize it. The reactants are: [CH2:1]([O:8][C@@H:9]([C@@H:12]([O:29][CH2:30][C:31]1[CH:36]=[CH:35][CH:34]=[CH:33][CH:32]=1)[C@@H:13]([O:21][CH2:22][C:23]1[CH:28]=[CH:27][CH:26]=[CH:25][CH:24]=1)[CH:14]([S:18][CH2:19][CH3:20])[S:15][CH2:16][CH3:17])[CH2:10][OH:11])[C:2]1[CH:7]=[CH:6][CH:5]=[CH:4][CH:3]=1.[CH3:37][CH:38]([Si:40](Cl)([CH:44]([CH3:46])[CH3:45])[CH:41]([CH3:43])[CH3:42])[CH3:39].CO.